Predict the product of the given reaction. From a dataset of Forward reaction prediction with 1.9M reactions from USPTO patents (1976-2016). Given the reactants [CH:1]([N:4]1[C:8]([C:9]2[N:10]=[C:11]3[C:17]4[CH:18]=[CH:19][C:20]([C:22]5[CH:23]=[N:24][N:25]([C:27]([CH3:32])([CH3:31])[C:28](O)=[O:29])[CH:26]=5)=[CH:21][C:16]=4[O:15][CH2:14][CH2:13][N:12]3[CH:33]=2)=[N:7][C:6]([CH3:34])=[N:5]1)([CH3:3])[CH3:2].[NH4+].[Cl-].CC[N:39](C(C)C)C(C)C.F[P-](F)(F)(F)(F)F.C[N+](C)=C(N(C)C)ON1C2N=CC=CC=2N=N1.C(=O)(O)[O-].[Na+], predict the reaction product. The product is: [CH:1]([N:4]1[C:8]([C:9]2[N:10]=[C:11]3[C:17]4[CH:18]=[CH:19][C:20]([C:22]5[CH:23]=[N:24][N:25]([C:27]([CH3:32])([CH3:31])[C:28]([NH2:39])=[O:29])[CH:26]=5)=[CH:21][C:16]=4[O:15][CH2:14][CH2:13][N:12]3[CH:33]=2)=[N:7][C:6]([CH3:34])=[N:5]1)([CH3:2])[CH3:3].